Dataset: Forward reaction prediction with 1.9M reactions from USPTO patents (1976-2016). Task: Predict the product of the given reaction. (1) The product is: [O:1]1[C:5]2[CH:6]=[CH:7][CH:8]=[CH:9][C:4]=2[N:3]=[C:2]1[C:10]([C@@H:12]([NH:15][C:16](=[O:39])[C@@H:17]([NH:29][C:30]1[CH:35]=[CH:34][CH:33]=[CH:32][C:31]=1[N+:36]([O-:38])=[O:37])[CH2:18][S:19]([CH2:22][C:23]1[CH:24]=[CH:25][CH:26]=[CH:27][CH:28]=1)(=[O:21])=[O:20])[CH2:13][CH3:14])=[O:11]. Given the reactants [O:1]1[C:5]2[CH:6]=[CH:7][CH:8]=[CH:9][C:4]=2[N:3]=[C:2]1[CH:10]([C@@H:12]([NH:15][C:16](=[O:39])[C@@H:17]([NH:29][C:30]1[CH:35]=[CH:34][CH:33]=[CH:32][C:31]=1[N+:36]([O-:38])=[O:37])[CH2:18][S:19]([CH2:22][C:23]1[CH:28]=[CH:27][CH:26]=[CH:25][CH:24]=1)(=[O:21])=[O:20])[CH2:13][CH3:14])[OH:11].CC(OI1(OC(C)=O)(OC(C)=O)OC(=O)C2C=CC=CC1=2)=O.[O-]S([O-])(=S)=O.[Na+].[Na+], predict the reaction product. (2) Given the reactants B.C(N(CC)C1C=CC=CC=1)C.[F:13][C:14]1[CH:19]=[CH:18][CH:17]=[CH:16][C:15]=1[C:20](=[O:22])[CH3:21].CO, predict the reaction product. The product is: [F:13][C:14]1[CH:19]=[CH:18][CH:17]=[CH:16][C:15]=1[C@@H:20]([OH:22])[CH3:21]. (3) Given the reactants [CH2:1]([O:3][C:4](=[O:29])[CH2:5][C:6]1[CH:11]=[CH:10][C:9]([O:12][CH3:13])=[C:8]([O:14][C:15]2[CH:20]=[CH:19][C:18]([C:21]([F:24])([F:23])[F:22])=[CH:17][C:16]=2[CH2:25][NH:26][CH2:27][CH3:28])[CH:7]=1)[CH3:2].[C:30](Cl)(=[O:32])[CH3:31], predict the reaction product. The product is: [CH2:1]([O:3][C:4](=[O:29])[CH2:5][C:6]1[CH:11]=[CH:10][C:9]([O:12][CH3:13])=[C:8]([O:14][C:15]2[CH:20]=[CH:19][C:18]([C:21]([F:24])([F:22])[F:23])=[CH:17][C:16]=2[CH2:25][N:26]([C:30](=[O:32])[CH3:31])[CH2:27][CH3:28])[CH:7]=1)[CH3:2]. (4) Given the reactants [C:1]([C:5]1[O:9][N:8]=[C:7]([NH:10][C:11]([NH:13][C:14]2[CH:19]=[CH:18][CH:17]=[C:16]([S:20][C:21]3[C:30]4[C:25](=[CH:26][C:27]([O:35][CH3:36])=[C:28]([O:31][CH2:32][CH2:33]Cl)[CH:29]=4)[N:24]=[CH:23][N:22]=3)[CH:15]=2)=[O:12])[CH:6]=1)([CH3:4])([CH3:3])[CH3:2].[CH3:37][S:38]([N:41]1[CH2:46][CH2:45][NH:44][CH2:43][CH2:42]1)(=[O:40])=[O:39], predict the reaction product. The product is: [C:1]([C:5]1[O:9][N:8]=[C:7]([NH:10][C:11]([NH:13][C:14]2[CH:19]=[CH:18][CH:17]=[C:16]([S:20][C:21]3[C:30]4[C:25](=[CH:26][C:27]([O:35][CH3:36])=[C:28]([O:31][CH2:32][CH2:33][N:44]5[CH2:45][CH2:46][N:41]([S:38]([CH3:37])(=[O:40])=[O:39])[CH2:42][CH2:43]5)[CH:29]=4)[N:24]=[CH:23][N:22]=3)[CH:15]=2)=[O:12])[CH:6]=1)([CH3:4])([CH3:3])[CH3:2]. (5) Given the reactants Br[C:2]1[N:22](S(C2C=CC=CC=2)(=O)=O)[C:5]2=[N:6][CH:7]=[C:8]([CH2:10][CH2:11][C:12]3[CH:17]=[C:16]([O:18][CH3:19])[CH:15]=[C:14]([O:20][CH3:21])[CH:13]=3)[N:9]=[C:4]2[CH:3]=1.ClCCl.[CH3:35][N:36]([CH3:53])[CH2:37][CH2:38][N:39]1[CH:43]=[C:42](B2OC(C)(C)C(C)(C)O2)[CH:41]=[N:40]1.P([O-])([O-])([O-])=O.[K+].[K+].[K+].C(=O)([O-])[O-].[K+].[K+], predict the reaction product. The product is: [CH3:19][O:18][C:16]1[CH:17]=[C:12]([CH2:11][CH2:10][C:8]2[N:9]=[C:4]3[CH:3]=[C:2]([C:42]4[CH:41]=[N:40][N:39]([CH2:38][CH2:37][N:36]([CH3:53])[CH3:35])[CH:43]=4)[NH:22][C:5]3=[N:6][CH:7]=2)[CH:13]=[C:14]([O:20][CH3:21])[CH:15]=1. (6) The product is: [F:28][C:24]1[CH:23]=[C:22]([NH:21][C:19](=[O:20])[CH2:18][C:16]2[NH:15][N:14]=[C:13]([NH:12][C:6]3[C:5]4[C:10](=[CH:11][C:2]([C:43]5[CH:42]=[CH:41][C:40]([C:38]([N:35]6[CH2:36][CH2:37][N:32]([CH2:31][CH2:30][OH:29])[CH2:33][CH2:34]6)=[O:39])=[CH:45][CH:44]=5)=[CH:3][CH:4]=4)[N:9]=[CH:8][N:7]=3)[CH:17]=2)[CH:27]=[CH:26][CH:25]=1. Given the reactants Br[C:2]1[CH:11]=[C:10]2[C:5]([C:6]([NH:12][C:13]3[CH:17]=[C:16]([CH2:18][C:19]([NH:21][C:22]4[CH:27]=[CH:26][CH:25]=[C:24]([F:28])[CH:23]=4)=[O:20])[NH:15][N:14]=3)=[N:7][CH:8]=[N:9]2)=[CH:4][CH:3]=1.[OH:29][CH2:30][CH2:31][N:32]1[CH2:37][CH2:36][N:35]([C:38]([C:40]2[CH:45]=[CH:44][C:43](B(O)O)=[CH:42][CH:41]=2)=[O:39])[CH2:34][CH2:33]1.C(=O)([O-])[O-].[Cs+].[Cs+], predict the reaction product.